From a dataset of Reaction yield outcomes from USPTO patents with 853,638 reactions. Predict the reaction yield, written as a fraction of the theoretical maximum amount of product (1.0 means a 100% yield; for example, 0.34 means a 34% yield). (1) The reactants are Cl[C:2]1[O:3][C:4]([C:7]2[N:12]=[C:11]([NH:13][C:14]3[CH:19]=[C:18]([CH3:20])[CH:17]=[CH:16][N:15]=3)[CH:10]=[CH:9][CH:8]=2)=[CH:5][N:6]=1.C([Sn](CCCC)(CCCC)[C:26]1[CH:31]=[CH:30][CH:29]=[CH:28][N:27]=1)CCC. The catalyst is C1(C)C=CC=CC=1.C1C=CC([P]([Pd]([P](C2C=CC=CC=2)(C2C=CC=CC=2)C2C=CC=CC=2)([P](C2C=CC=CC=2)(C2C=CC=CC=2)C2C=CC=CC=2)[P](C2C=CC=CC=2)(C2C=CC=CC=2)C2C=CC=CC=2)(C2C=CC=CC=2)C2C=CC=CC=2)=CC=1. The product is [CH3:20][C:18]1[CH:17]=[CH:16][N:15]=[C:14]([NH:13][C:11]2[CH:10]=[CH:9][CH:8]=[C:7]([C:4]3[O:3][C:2]([C:26]4[CH:31]=[CH:30][CH:29]=[CH:28][N:27]=4)=[N:6][CH:5]=3)[N:12]=2)[CH:19]=1. The yield is 0.310. (2) The catalyst is C1C=CC([P]([Pd]([P](C2C=CC=CC=2)(C2C=CC=CC=2)C2C=CC=CC=2)([P](C2C=CC=CC=2)(C2C=CC=CC=2)C2C=CC=CC=2)[P](C2C=CC=CC=2)(C2C=CC=CC=2)C2C=CC=CC=2)(C2C=CC=CC=2)C2C=CC=CC=2)=CC=1.C(OCC)(=O)C. The product is [CH3:1][O:2][C:3](=[O:12])[C:4]1[CH:9]=[CH:8][C:7]([CH2:18][O:19][CH3:20])=[N:6][C:5]=1[NH2:11]. The reactants are [CH3:1][O:2][C:3](=[O:12])[C:4]1[CH:9]=[CH:8][C:7](Cl)=[N:6][C:5]=1[NH2:11].C([Sn](CCCC)(CCCC)[CH2:18][O:19][CH3:20])CCC.CN1CCCC1=O.[F-].[K+]. The yield is 0.630. (3) The reactants are Cl[C:2]1[CH:3]=[CH:4][C:5]2[O:14][CH2:13][CH2:12][C:11]3[CH:10]=[C:9]([C:15]4[N:16]([C:20]5[CH:25]=[CH:24][C:23]([F:26])=[CH:22][C:21]=5[F:27])[N:17]=[CH:18][N:19]=4)[S:8][C:7]=3[C:6]=2[N:28]=1.[N:29]1([CH2:35][CH2:36][NH2:37])[CH2:34][CH2:33][O:32][CH2:31][CH2:30]1.C(N1CCN2CCN(CCCC)P1N(CCCC)CC2)CCC.CC(C)([O-])C. The catalyst is O1CCOCC1.CC([O-])=O.CC([O-])=O.[Pd+2]. The product is [F:27][C:21]1[CH:22]=[C:23]([F:26])[CH:24]=[CH:25][C:20]=1[N:16]1[C:15]([C:9]2[S:8][C:7]3[C:6]4[N:28]=[C:2]([NH:37][CH2:36][CH2:35][N:29]5[CH2:34][CH2:33][O:32][CH2:31][CH2:30]5)[CH:3]=[CH:4][C:5]=4[O:14][CH2:13][CH2:12][C:11]=3[CH:10]=2)=[N:19][CH:18]=[N:17]1. The yield is 0.130. (4) The reactants are [F:1][C:2]1[CH:23]=[CH:22][C:5]([CH2:6][N:7]2[C:11](=[O:12])[N:10]([C:13]3[S:14][C:15]([C:19]([NH2:21])=O)=[C:16]([CH3:18])[N:17]=3)[CH:9]=[N:8]2)=[CH:4][CH:3]=1.N1C=CC=CC=1.FC(F)(F)C(OC(=O)C(F)(F)F)=O. The catalyst is O1CCOCC1. The product is [F:1][C:2]1[CH:23]=[CH:22][C:5]([CH2:6][N:7]2[C:11](=[O:12])[N:10]([C:13]3[S:14][C:15]([C:19]#[N:21])=[C:16]([CH3:18])[N:17]=3)[CH:9]=[N:8]2)=[CH:4][CH:3]=1. The yield is 0.630. (5) The reactants are [NH2:1][C:2]1[N:28]=[CH:27][CH:26]=[CH:25][C:3]=1[C:4]([NH:6][CH2:7][C:8]1[CH:13]=[CH:12][C:11]([O:14][CH2:15][C:16]2[CH:21]=[CH:20][CH:19]=[CH:18][C:17]=2[N+:22]([O-])=O)=[CH:10][CH:9]=1)=[O:5].[Cl-].[NH4+]. The catalyst is C(O)C.O1CCCC1.O.[Fe]. The product is [NH2:1][C:2]1[N:28]=[CH:27][CH:26]=[CH:25][C:3]=1[C:4]([NH:6][CH2:7][C:8]1[CH:13]=[CH:12][C:11]([O:14][CH2:15][C:16]2[CH:21]=[CH:20][CH:19]=[CH:18][C:17]=2[NH2:22])=[CH:10][CH:9]=1)=[O:5]. The yield is 0.980. (6) The reactants are [C:1]12([CH2:11][S:12](O)(=O)=O)C(C)(C)[CH:5]([CH2:6][CH2:7]1)C[C:2]2=[O:3].[N+:16]([C:19]1[CH:24]=[CH:23][C:22]([CH2:25][CH2:26][NH2:27])=[CH:21][CH:20]=1)([O-:18])=[O:17].S1CCC(=O)CC1.Cl[C:36]([N:38]=C=O)=[O:37]. The catalyst is C1(C)C=CC=CC=1.O. The product is [N+:16]([C:19]1[CH:20]=[CH:21][C:22]([CH2:25][CH2:26][N:27]2[C:7]3[CH2:6][CH2:5][S:12][CH2:11][C:1]=3[C:2](=[O:3])[NH:38][C:36]2=[O:37])=[CH:23][CH:24]=1)([O-:18])=[O:17]. The yield is 0.750. (7) The reactants are N#N.C(=O)=O.CC(O)C.[CH3:10][C:11]([CH3:19])=[CH:12][CH2:13][CH2:14][C:15]([CH:17]=[CH2:18])=[CH2:16].[CH2:20]([O:22][SiH:23]([O:27][CH2:28][CH3:29])[O:24][CH2:25][CH3:26])[CH3:21]. The catalyst is O1CCCC1.ClCCl. The product is [CH2:20]([O:22][Si:23]([O:27][CH2:28][CH3:29])([O:24][CH2:25][CH3:26])[CH2:18][CH2:17][C:15](=[CH2:16])[CH2:14][CH2:13][CH:12]=[C:11]([CH3:19])[CH3:10])[CH3:21]. The yield is 0.890.